From a dataset of Peptide-MHC class I binding affinity with 185,985 pairs from IEDB/IMGT. Regression. Given a peptide amino acid sequence and an MHC pseudo amino acid sequence, predict their binding affinity value. This is MHC class I binding data. (1) The peptide sequence is MVFQHFHLF. The MHC is HLA-A02:19 with pseudo-sequence HLA-A02:19. The binding affinity (normalized) is 0.0847. (2) The peptide sequence is RRFFPYYVY. The MHC is HLA-A31:01 with pseudo-sequence HLA-A31:01. The binding affinity (normalized) is 0.0847. (3) The peptide sequence is YAYEPGSVM. The MHC is HLA-A26:03 with pseudo-sequence HLA-A26:03. The binding affinity (normalized) is 0.576. (4) The peptide sequence is YLEGHGFRF. The MHC is HLA-B15:01 with pseudo-sequence HLA-B15:01. The binding affinity (normalized) is 0.779. (5) The peptide sequence is DSEEYHLLY. The MHC is HLA-A26:01 with pseudo-sequence HLA-A26:01. The binding affinity (normalized) is 0.114. (6) The peptide sequence is MEYDAVATT. The MHC is HLA-B40:01 with pseudo-sequence HLA-B40:01. The binding affinity (normalized) is 0.394. (7) The peptide sequence is SRLFEDLVWK. The MHC is HLA-A31:01 with pseudo-sequence HLA-A31:01. The binding affinity (normalized) is 0.163. (8) The peptide sequence is KSNRIPFLY. The MHC is HLA-A26:03 with pseudo-sequence HLA-A26:03. The binding affinity (normalized) is 0.0847. (9) The peptide sequence is MACHRVLTY. The MHC is HLA-B46:01 with pseudo-sequence HLA-B46:01. The binding affinity (normalized) is 0.0847.